Task: Regression. Given a peptide amino acid sequence and an MHC pseudo amino acid sequence, predict their binding affinity value. This is MHC class II binding data.. Dataset: Peptide-MHC class II binding affinity with 134,281 pairs from IEDB (1) The peptide sequence is AALDAQAVELTARLN. The MHC is DRB1_0401 with pseudo-sequence DRB1_0401. The binding affinity (normalized) is 0.418. (2) The peptide sequence is MQDLELSWNLNGLQAY. The MHC is HLA-DQA10301-DQB10302 with pseudo-sequence HLA-DQA10301-DQB10302. The binding affinity (normalized) is 0.341. (3) The peptide sequence is KSAFQSSVASGFIGF. The MHC is H-2-IAb with pseudo-sequence H-2-IAb. The binding affinity (normalized) is 0.813. (4) The peptide sequence is AFKVAATSANAAPAN. The MHC is DRB1_0901 with pseudo-sequence DRB1_0901. The binding affinity (normalized) is 0.704.